This data is from Full USPTO retrosynthesis dataset with 1.9M reactions from patents (1976-2016). The task is: Predict the reactants needed to synthesize the given product. Given the product [NH2:19][C:15]1[C:14]([F:22])=[C:13]([F:23])[C:12]2[N:8]([C:5]3[CH:6]=[CH:7][C:2]([Br:1])=[CH:3][C:4]=3[F:25])[C:9](=[O:24])[NH:10][C:11]=2[C:16]=1[O:17][CH3:18], predict the reactants needed to synthesize it. The reactants are: [Br:1][C:2]1[CH:7]=[CH:6][C:5]([N:8]2[C:12]3[C:13]([F:23])=[C:14]([F:22])[C:15]([N+:19]([O-])=O)=[C:16]([O:17][CH3:18])[C:11]=3[NH:10][C:9]2=[O:24])=[C:4]([F:25])[CH:3]=1.